From a dataset of Forward reaction prediction with 1.9M reactions from USPTO patents (1976-2016). Predict the product of the given reaction. (1) Given the reactants [CH3:1][N:2]1[CH2:7][CH2:6][N:5]([C:8]2[CH:13]=[CH:12][C:11]([NH:14][CH:15]=[C:16]([C:22]([O:24][CH2:25][CH3:26])=[O:23])[C:17]([O:19]CC)=O)=[CH:10][CH:9]=2)[CH2:4][CH2:3]1.CCCCCC, predict the reaction product. The product is: [OH:19][C:17]1[C:12]2[C:11](=[CH:10][CH:9]=[C:8]([N:5]3[CH2:6][CH2:7][N:2]([CH3:1])[CH2:3][CH2:4]3)[CH:13]=2)[N:14]=[CH:15][C:16]=1[C:22]([O:24][CH2:25][CH3:26])=[O:23]. (2) Given the reactants [Cl:1][C:2]1[CH:3]=[CH:4][C:5]([NH:8][C:9]([C:11]2[CH:16]=[CH:15][CH:14]=[CH:13][C:12]=2[NH:17][C:18]([C:20]2[CH:25]=[CH:24][C:23]([C:26]3[CH:31]=[CH:30][CH:29]=[CH:28][C:27]=3[C:32]#[N:33])=[CH:22][CH:21]=2)=[O:19])=[O:10])=[N:6][CH:7]=1.[BH4-].[Na+].ClC1C=CC(NC(C2C=CC=CC=2C(N)=O)=O)=NC=1, predict the reaction product. The product is: [NH2:33][CH2:32][C:27]1[CH:28]=[CH:29][CH:30]=[CH:31][C:26]=1[C:23]1[CH:22]=[CH:21][C:20]([C:18]([NH:17][C:12]2[CH:13]=[CH:14][CH:15]=[CH:16][C:11]=2[C:9](=[O:10])[NH:8][C:5]2[CH:4]=[CH:3][C:2]([Cl:1])=[CH:7][N:6]=2)=[O:19])=[CH:25][CH:24]=1. (3) Given the reactants [C:1]([O:5][C:6]([N:8]1[CH2:13][CH2:12][N:11]2[C:14]([S:17][CH3:18])=[N:15][CH:16]=[C:10]2[CH:9]1[CH2:19][CH2:20][C:21]1[CH:26]=[CH:25][C:24]([C:27]([F:30])([F:29])[F:28])=[CH:23][CH:22]=1)=[O:7])([CH3:4])([CH3:3])[CH3:2].C(Cl)[Cl:32].CO, predict the reaction product. The product is: [C:1]([O:5][C:6]([N:8]1[CH2:13][CH2:12][N:11]2[C:14]([S:17][CH3:18])=[N:15][C:16]([Cl:32])=[C:10]2[CH:9]1[CH2:19][CH2:20][C:21]1[CH:22]=[CH:23][C:24]([C:27]([F:28])([F:29])[F:30])=[CH:25][CH:26]=1)=[O:7])([CH3:4])([CH3:2])[CH3:3]. (4) Given the reactants C([O:5][C:6](=[O:39])[C:7]1[CH:12]=[CH:11][CH:10]=[C:9]([CH2:13][CH:14]([NH:28][C:29](=[O:36])[CH2:30][NH:31][C:32]([O:34][CH3:35])=[O:33])[B:15]2[O:23][CH:22]3[C:17]([CH3:27])([CH:18]4[CH2:24][CH:20]([CH2:21]3)[C:19]4([CH3:26])[CH3:25])[O:16]2)[C:8]=1[O:37][CH3:38])(C)(C)C.FC(F)(F)C(O)=O, predict the reaction product. The product is: [CH3:38][O:37][C:8]1[C:9]([CH2:13][CH:14]([NH:28][C:29](=[O:36])[CH2:30][NH:31][C:32]([O:34][CH3:35])=[O:33])[B:15]2[O:23][CH:22]3[C:17]([CH3:27])([CH:18]4[CH2:24][CH:20]([CH2:21]3)[C:19]4([CH3:26])[CH3:25])[O:16]2)=[CH:10][CH:11]=[CH:12][C:7]=1[C:6]([OH:39])=[O:5]. (5) Given the reactants [CH3:1][C:2]1[N:3]=[C:4]2[S:22][CH:21]=[CH:20][N:5]2[C:6](=[O:19])[C:7]=1[C:8]1[CH:13]=[CH:12][C:11]([O:14][C:15]([F:18])([F:17])[F:16])=[CH:10][CH:9]=1.[CH3:23][O:24][C:25]1[C:26]([O:33][CH2:34][C:35]([CH3:38])([CH3:37])[CH3:36])=[C:27]([CH:30]=[CH:31][CH:32]=1)[CH:28]=O.[O-]CC.[Na+], predict the reaction product. The product is: [CH3:23][O:24][C:25]1[C:26]([O:33][CH2:34][C:35]([CH3:38])([CH3:37])[CH3:36])=[C:27](/[CH:28]=[CH:1]/[C:2]2[N:3]=[C:4]3[S:22][CH:21]=[CH:20][N:5]3[C:6](=[O:19])[C:7]=2[C:8]2[CH:13]=[CH:12][C:11]([O:14][C:15]([F:17])([F:18])[F:16])=[CH:10][CH:9]=2)[CH:30]=[CH:31][CH:32]=1. (6) The product is: [O:1]=[C:2]1[C@@:10]2([CH2:14][C@@H:13]([C:15]([O:17][CH3:18])=[O:16])[N:12]([C:48]([O:47][C:44]([CH3:46])([CH3:45])[CH3:43])=[O:49])[CH2:11]2)[C:9]2[C:4](=[CH:5][CH:6]=[CH:7][CH:8]=2)[NH:3]1. Given the reactants [O:1]=[C:2]1[C:10]2([CH2:14][C@@H:13]([C:15]([O:17][CH3:18])=[O:16])[NH:12][CH2:11]2)[C:9]2[C:4](=[CH:5][CH:6]=[CH:7][CH:8]=2)[NH:3]1.Cl.N[C@@H](CC1C2C(=CC=CC=2)NC=1)C(OC)=O.CCN(CC)CC.[CH3:43][C:44]([O:47][C:48](O[C:48]([O:47][C:44]([CH3:46])([CH3:45])[CH3:43])=[O:49])=[O:49])([CH3:46])[CH3:45], predict the reaction product. (7) Given the reactants C(O)(=O)C.[CH2:5]([O:12][C:13]1[CH:18]=[CH:17][C:16]([NH:19][C:20]2[C:25]([N+:26]([O-])=O)=[C:24]([CH3:29])[CH:23]=[CH:22][N:21]=2)=[CH:15][CH:14]=1)[C:6]1[CH:11]=[CH:10][CH:9]=[CH:8][CH:7]=1, predict the reaction product. The product is: [CH2:5]([O:12][C:13]1[CH:18]=[CH:17][C:16]([NH:19][C:20]2[C:25]([NH2:26])=[C:24]([CH3:29])[CH:23]=[CH:22][N:21]=2)=[CH:15][CH:14]=1)[C:6]1[CH:11]=[CH:10][CH:9]=[CH:8][CH:7]=1. (8) Given the reactants [F:1][C:2]1[CH:3]=[CH:4][C:5]([N+:9]([O-:11])=[O:10])=[C:6]([CH:8]=1)[NH2:7].C1C(=O)N([Br:19])C(=O)C1, predict the reaction product. The product is: [Br:19][C:3]1[C:2]([F:1])=[CH:8][C:6]([NH2:7])=[C:5]([N+:9]([O-:11])=[O:10])[CH:4]=1. (9) Given the reactants [OH:1][CH:2]1[CH2:7][CH2:6][NH:5][CH2:4][CH2:3]1.[CH:8](=O)[CH2:9][CH2:10][CH3:11].[O-]S([O-])(=O)=O.[Na+].[Na+].C(O[BH-](OC(=O)C)OC(=O)C)(=O)C.[Na+], predict the reaction product. The product is: [CH2:8]([N:5]1[CH2:6][CH2:7][CH:2]([OH:1])[CH2:3][CH2:4]1)[CH2:9][CH2:10][CH3:11]. (10) Given the reactants [Cl:1][C:2]1[N:10]=[C:9]2[C:5]([N:6]=[C:7]([CH2:13][N:14]3[CH2:19][CH2:18][CH:17]([N:20]4[CH2:23][C:22](F)(F)[CH2:21]4)[CH2:16][CH2:15]3)[N:8]2[CH2:11][CH3:12])=[C:4]([N:26]2[CH2:31][CH2:30][O:29][CH2:28][CH2:27]2)[N:3]=1.N1CCC(N2CCC2=[O:42])CC1, predict the reaction product. The product is: [Cl:1][C:2]1[N:10]=[C:9]2[C:5]([N:6]=[C:7]([CH2:13][N:14]3[CH2:19][CH2:18][CH:17]([N:20]4[CH2:23][CH2:22][C:21]4=[O:42])[CH2:16][CH2:15]3)[N:8]2[CH2:11][CH3:12])=[C:4]([N:26]2[CH2:31][CH2:30][O:29][CH2:28][CH2:27]2)[N:3]=1.